From a dataset of Catalyst prediction with 721,799 reactions and 888 catalyst types from USPTO. Predict which catalyst facilitates the given reaction. (1) Reactant: [Cl:1][C:2]1[CH:3]=[C:4]([C:8]2[C:16]([C:17]3[CH:22]=[CH:21][N:20]=[C:19]([NH:23][CH:24]4[CH2:28][CH2:27][CH2:26][CH2:25]4)[N:18]=3)=[C:15]3[N:10]([CH:11]=[N:12][CH:13]=[CH:14]3)[N:9]=2)[CH:5]=[CH:6][CH:7]=1.C([N-]C(C)C)(C)C.[Li+].[CH3:37][S:38]SC. Product: [Cl:1][C:2]1[CH:3]=[C:4]([C:8]2[C:16]([C:17]3[CH:22]=[CH:21][N:20]=[C:19]([NH:23][CH:24]4[CH2:28][CH2:27][CH2:26][CH2:25]4)[N:18]=3)=[C:15]3[N:10]([C:11]([S:38][CH3:37])=[N:12][CH:13]=[CH:14]3)[N:9]=2)[CH:5]=[CH:6][CH:7]=1. The catalyst class is: 7. (2) Reactant: [CH3:1][N:2]1[C:10]2[C:5](=[C:6]3[CH:13]=[CH:12][N:11](COCC[Si](C)(C)C)[C:7]3=[N:8][CH:9]=2)[N:4]([C@H:22]2[CH2:27][CH2:26][CH2:25][CH2:24][C@H:23]2[CH3:28])[C:3]1=[O:29].FC(F)(F)C(O)=O.C(=O)([O-])[O-].[K+].[K+].C(N)CN. Product: [CH3:1][N:2]1[C:10]2[C:5](=[C:6]3[CH:13]=[CH:12][NH:11][C:7]3=[N:8][CH:9]=2)[N:4]([C@H:22]2[CH2:27][CH2:26][CH2:25][CH2:24][C@H:23]2[CH3:28])[C:3]1=[O:29]. The catalyst class is: 132.